From a dataset of Forward reaction prediction with 1.9M reactions from USPTO patents (1976-2016). Predict the product of the given reaction. (1) Given the reactants CC1(C)C(C)(C)OB([C:9]2[CH2:14][CH2:13][CH:12]([O:15][CH2:16][CH:17]3[CH2:22][CH2:21][N:20]([C:23]([O:25][C:26]([CH3:29])([CH3:28])[CH3:27])=[O:24])[CH2:19][CH2:18]3)[CH2:11][CH:10]=2)O1.Br[C:32]1[C:37]([C:38]#[N:39])=[CH:36][N:35]=[CH:34][CH:33]=1.C([O-])([O-])=O.[Na+].[Na+], predict the reaction product. The product is: [C:38]([C:37]1[CH:36]=[N:35][CH:34]=[CH:33][C:32]=1[C:9]1[CH2:14][CH2:13][CH:12]([O:15][CH2:16][CH:17]2[CH2:22][CH2:21][N:20]([C:23]([O:25][C:26]([CH3:29])([CH3:28])[CH3:27])=[O:24])[CH2:19][CH2:18]2)[CH2:11][CH:10]=1)#[N:39]. (2) The product is: [Br:19][C:12]1[C:13]([C:15]([F:18])([F:16])[F:17])=[CH:14][C:9]([NH:8][C:1](=[O:6])[C:2]([CH3:5])([CH3:4])[CH3:3])=[N:10][CH:11]=1. Given the reactants [C:1](Cl)(=[O:6])[C:2]([CH3:5])([CH3:4])[CH3:3].[NH2:8][C:9]1[CH:14]=[C:13]([C:15]([F:18])([F:17])[F:16])[C:12]([Br:19])=[CH:11][N:10]=1.C(N(CC)CC)C.O, predict the reaction product.